The task is: Regression. Given a peptide amino acid sequence and an MHC pseudo amino acid sequence, predict their binding affinity value. This is MHC class II binding data.. This data is from Peptide-MHC class II binding affinity with 134,281 pairs from IEDB. (1) The peptide sequence is EAVLEDPYILLVSSK. The MHC is DRB1_0405 with pseudo-sequence DRB1_0405. The binding affinity (normalized) is 0.397. (2) The binding affinity (normalized) is 0.891. The peptide sequence is EFILDGDNLFPKV. The MHC is DRB3_0101 with pseudo-sequence DRB3_0101. (3) The peptide sequence is VSDPSKLNNQFGSMP. The binding affinity (normalized) is 0. The MHC is H-2-IAb with pseudo-sequence H-2-IAb. (4) The peptide sequence is YDTFLANVSTVLTGK. The MHC is DRB1_0405 with pseudo-sequence DRB1_0405. The binding affinity (normalized) is 0.528. (5) The peptide sequence is AFLLLGLAGNSSPSA. The MHC is HLA-DQA10102-DQB10502 with pseudo-sequence HLA-DQA10102-DQB10502. The binding affinity (normalized) is 0.392.